This data is from Reaction yield outcomes from USPTO patents with 853,638 reactions. The task is: Predict the reaction yield, written as a fraction of the theoretical maximum amount of product (1.0 means a 100% yield; for example, 0.34 means a 34% yield). (1) The reactants are [NH2:1][C:2]1[N:7]([CH3:8])[C:6](=[O:9])[N:5]([CH3:10])[C:4](=[O:11])[C:3]=1[NH:12][C:13](=O)[CH:14]=[CH:15][C:16]1[CH:21]=[CH:20][CH:19]=[CH:18][CH:17]=1.[OH-].[Na+]. The catalyst is C(O)C. The product is [CH3:10][N:5]1[C:4](=[O:11])[C:3]2[NH:12][C:13](/[CH:14]=[CH:15]/[C:16]3[CH:21]=[CH:20][CH:19]=[CH:18][CH:17]=3)=[N:1][C:2]=2[N:7]([CH3:8])[C:6]1=[O:9]. The yield is 0.463. (2) The yield is 0.810. The reactants are [C:1]([OH:4])(=O)[CH3:2].[CH:5](=O)[C:6]1[CH:11]=[CH:10][CH:9]=[CH:8][CH:7]=1.[C:13]([BH3-])#[N:14].[Na+]. The catalyst is CO. The product is [CH2:13]([NH:14][C@H:2]([CH2:1][OH:4])[CH2:5][C:6]1[CH:11]=[CH:10][CH:9]=[CH:8][CH:7]=1)[C:6]1[CH:11]=[CH:10][CH:9]=[CH:8][CH:7]=1. (3) The reactants are [F:1][C:2]1[CH:7]=[CH:6][C:5]([CH2:8][OH:9])=[C:4](/[CH:10]=[CH:11]/[C:12]2[CH:17]=[CH:16][C:15]([F:18])=[CH:14][CH:13]=2)[CH:3]=1. The catalyst is [Pd].CO. The yield is 0.370. The product is [F:1][C:2]1[CH:7]=[CH:6][C:5]([CH2:8][OH:9])=[C:4]([CH2:10][CH2:11][C:12]2[CH:13]=[CH:14][C:15]([F:18])=[CH:16][CH:17]=2)[CH:3]=1. (4) The reactants are [CH:1]1([C:6]([C:8]2[CH:9]=[C:10]([CH2:23][C:24]([OH:26])=O)[CH:11]=[CH:12][C:13]=2[NH:14][C:15]([NH:17][C:18]2[S:19][CH:20]=[CH:21][N:22]=2)=[O:16])=[O:7])[CH2:5][CH2:4][CH2:3][CH2:2]1.[CH3:27][N:28]1[CH2:33][CH2:32][NH:31][CH2:30][CH2:29]1. No catalyst specified. The product is [CH:1]1([C:6]([C:8]2[CH:9]=[C:10]([CH2:23][C:24]([N:31]3[CH2:32][CH2:33][N:28]([CH3:27])[CH2:29][CH2:30]3)=[O:26])[CH:11]=[CH:12][C:13]=2[NH:14][C:15]([NH:17][C:18]2[S:19][CH:20]=[CH:21][N:22]=2)=[O:16])=[O:7])[CH2:2][CH2:3][CH2:4][CH2:5]1. The yield is 0.600. (5) The product is [NH:21]1[C:22]2[C:27](=[CH:26][CH:25]=[CH:24][CH:23]=2)[C:19]([CH2:18][N:15]2[CH2:14][CH2:13][CH2:12][C:11]3([CH2:10][CH2:9][N:8]([C:6]4[CH:5]=[CH:4][CH:3]=[C:2]([CH3:1])[N:7]=4)[CH2:39][CH2:38]3)[C:16]2=[O:17])=[CH:20]1. The reactants are [CH3:1][C:2]1[N:7]=[C:6]([N:8]2[CH2:39][CH2:38][C:11]3([C:16](=[O:17])[N:15]([CH2:18][C:19]4[C:27]5[C:22](=[CH:23][CH:24]=[CH:25][CH:26]=5)[N:21](S(C5C=CC(C)=CC=5)(=O)=O)[CH:20]=4)[CH2:14][CH2:13][CH2:12]3)[CH2:10][CH2:9]2)[CH:5]=[CH:4][CH:3]=1.C([O-])([O-])=O.[Cs+].[Cs+]. The catalyst is CO.C(OCC)(=O)C. The yield is 0.790.